This data is from Experimentally validated miRNA-target interactions with 360,000+ pairs, plus equal number of negative samples. The task is: Binary Classification. Given a miRNA mature sequence and a target amino acid sequence, predict their likelihood of interaction. The miRNA is hsa-miR-138-5p with sequence AGCUGGUGUUGUGAAUCAGGCCG. The protein sequence of the target gene is MPPPAPGARLRLLAAAALAGLAVISRGLLSQSLEFNSPADNYTVCEGDNATLSCFIDEHVTRVAWLNRSNILYAGNDRWTSDPRVRLLINTPEEFSILITEVGLGDEGLYTCSFQTRHQPYTTQVYLIVHVPARIVNISSPVTVNEGGNVNLLCLAVGRPEPTVTWRQLRDGFTSEGEILEISDIQRGQAGEYECVTHNGVNSAPDSRRVLVTVNYPPTITDVTSARTALGRAALLRCEAMAVPPADFQWYKDDRLLSSGTAEGLKVQTERTRSMLLFANVSARHYGNYTCRAANRLGAS.... Result: 1 (interaction).